Dataset: Full USPTO retrosynthesis dataset with 1.9M reactions from patents (1976-2016). Task: Predict the reactants needed to synthesize the given product. (1) Given the product [F:27][C:21]1[CH:22]=[C:23]([F:26])[CH:24]=[CH:25][C:20]=1[N:16]1[C:15]([C:9]2[S:8][C:7]3[C:6]4[N:28]=[C:2]([N:35]5[CH2:34][CH2:33][N:32]([CH2:31][C:30]([F:38])([F:39])[F:29])[CH2:37][CH2:36]5)[CH:3]=[CH:4][C:5]=4[O:14][CH2:13][CH2:12][C:11]=3[CH:10]=2)=[N:19][CH:18]=[N:17]1, predict the reactants needed to synthesize it. The reactants are: Cl[C:2]1[CH:3]=[CH:4][C:5]2[O:14][CH2:13][CH2:12][C:11]3[CH:10]=[C:9]([C:15]4[N:16]([C:20]5[CH:25]=[CH:24][C:23]([F:26])=[CH:22][C:21]=5[F:27])[N:17]=[CH:18][N:19]=4)[S:8][C:7]=3[C:6]=2[N:28]=1.[F:29][C:30]([F:39])([F:38])[CH2:31][N:32]1[CH2:37][CH2:36][NH:35][CH2:34][CH2:33]1.CC(C1C=C(C(C)C)C(C2C=CC=CC=2P(C2CCCCC2)C2CCCCC2)=C(C(C)C)C=1)C.CC(C)([O-])C. (2) Given the product [C:16]1([CH:10]2[O:9][C@H:8]3[CH2:7][C@@H:6]([SH:24])[CH2:15][O:14][C@@H:13]3[CH2:12][O:11]2)[CH:21]=[CH:20][CH:19]=[CH:18][CH:17]=1, predict the reactants needed to synthesize it. The reactants are: CS(O[C@@H:6]1[CH2:15][O:14][C@H:13]2[C@@H:8]([O:9][CH:10]([C:16]3[CH:21]=[CH:20][CH:19]=[CH:18][CH:17]=3)[O:11][CH2:12]2)[CH2:7]1)(=O)=O.C([O-])(=[S:24])C.[K+].[Na].[Cl-].[NH4+]. (3) Given the product [CH3:1][N:2]1[C:10]2([CH2:11][CH2:12][N:13]([C:16]([O:18][C:19]([CH3:22])([CH3:21])[CH3:20])=[O:17])[CH2:14][CH2:15]2)[C:6]2=[CH:7][CH:8]=[C:9]([C:23]([F:26])([F:25])[F:24])[N:5]2[CH2:4][CH2:3]1, predict the reactants needed to synthesize it. The reactants are: [CH3:1][N:2]1[C:10]2([CH2:15][CH2:14][N:13]([C:16]([O:18][C:19]([CH3:22])([CH3:21])[CH3:20])=[O:17])[CH2:12][CH2:11]2)[C:6]2=[CH:7][CH:8]=[CH:9][N:5]2[CH2:4][CH2:3]1.[C:23](I)([F:26])([F:25])[F:24].OO. (4) Given the product [Br:1][C:2]1[CH:3]=[C:4]([C:9]2([CH2:12][OH:13])[NH:14][C:15](=[O:18])[CH2:16][O:11][CH2:10]2)[C:5]([Cl:8])=[N:6][CH:7]=1, predict the reactants needed to synthesize it. The reactants are: [Br:1][C:2]1[CH:3]=[C:4]([C:9]([NH:14][C:15](=[O:18])[CH2:16]Cl)([CH2:12][OH:13])[CH2:10][OH:11])[C:5]([Cl:8])=[N:6][CH:7]=1.CC(C)([O-])C.[K+].O. (5) Given the product [CH3:1][O:2][C:3]([CH:5]1[CH2:10][CH2:9][CH2:8][CH:7]([CH2:11][CH2:12][C:13]([O:15][C:16]([CH3:19])([CH3:18])[CH3:17])=[O:14])[N:6]1[C:32]([O:31][C:28]([CH3:30])([CH3:29])[CH3:27])=[O:33])=[O:4], predict the reactants needed to synthesize it. The reactants are: [CH3:1][O:2][C:3]([CH:5]1[CH2:10][CH2:9][CH2:8][CH:7]([CH2:11][CH2:12][C:13]([O:15][C:16]([CH3:19])([CH3:18])[CH3:17])=[O:14])[NH:6]1)=[O:4].C(N(CC)CC)C.[CH3:27][C:28]([O:31][C:32](O[C:32]([O:31][C:28]([CH3:30])([CH3:29])[CH3:27])=[O:33])=[O:33])([CH3:30])[CH3:29].